This data is from Forward reaction prediction with 1.9M reactions from USPTO patents (1976-2016). The task is: Predict the product of the given reaction. (1) Given the reactants [CH2:1]([O:8][C:9]1[CH:18]=[C:17]2[C:12]([C:13]([O:19][C:20]3[CH:25]=[CH:24][C:23]([NH:26][C:27]([NH:29][C:30]4[CH:35]=[CH:34][CH:33]=[CH:32][C:31]=4[O:36][CH3:37])=[O:28])=[C:22]([CH3:38])[C:21]=3[CH3:39])=[CH:14][CH:15]=[N:16]2)=[CH:11][C:10]=1[O:40][CH3:41])[C:2]1C=CC=CC=1.[H][H].CN(C)[CH:46]=[O:47], predict the reaction product. The product is: [CH3:41][O:40][C:10]1[CH:11]=[C:12]2[C:17](=[CH:18][C:9]=1[O:8][CH2:1][CH2:2][O:47][CH3:46])[N:16]=[CH:15][CH:14]=[C:13]2[O:19][C:20]1[CH:25]=[CH:24][C:23]([NH:26][C:27]([NH:29][C:30]2[CH:35]=[CH:34][CH:33]=[CH:32][C:31]=2[O:36][CH3:37])=[O:28])=[C:22]([CH3:38])[C:21]=1[CH3:39]. (2) Given the reactants Br[CH2:2][CH2:3][O:4][C:5]1[CH:14]=[C:13]2[C:8]([C:9]([O:15][C:16]3[CH:29]=[CH:28][C:19]4[C:20]([C:24]([O:26]C)=[O:25])=[C:21]([CH3:23])[O:22][C:18]=4[CH:17]=3)=[CH:10][CH:11]=[N:12]2)=[CH:7][CH:6]=1.[NH:30]1[CH2:34][CH2:33][CH2:32][CH2:31]1, predict the reaction product. The product is: [CH3:23][C:21]1[O:22][C:18]2[CH:17]=[C:16]([O:15][C:9]3[C:8]4[C:13](=[CH:14][C:5]([O:4][CH2:3][CH2:2][N:30]5[CH2:34][CH2:33][CH2:32][CH2:31]5)=[CH:6][CH:7]=4)[N:12]=[CH:11][CH:10]=3)[CH:29]=[CH:28][C:19]=2[C:20]=1[C:24]([OH:26])=[O:25]. (3) Given the reactants [Cl:1][C:2]1[CH:10]=[C:9]([C:11]([OH:13])=O)[C:8]([CH3:14])=[C:7]2[C:3]=1[C:4]1[CH:18]=[C:17]([CH3:19])[CH:16]=[N:15][C:5]=1[NH:6]2.[CH3:20][N:21]([CH3:25])[CH2:22][CH2:23][NH2:24], predict the reaction product. The product is: [Cl:1][C:2]1[CH:10]=[C:9]([C:11]([NH:24][CH2:23][CH2:22][N:21]([CH3:25])[CH3:20])=[O:13])[C:8]([CH3:14])=[C:7]2[C:3]=1[C:4]1[CH:18]=[C:17]([CH3:19])[CH:16]=[N:15][C:5]=1[NH:6]2. (4) Given the reactants [NH:1]1[CH2:5][CH2:4][C@@H:3]([N:6]2[CH:10]=[C:9]([O:11][C:12]3[N:13]=[C:14]([OH:22])[C:15]4[CH:21]=[CH:20][N:19]=[CH:18][C:16]=4[N:17]=3)[CH:8]=[N:7]2)[CH2:2]1.Cl[C:24]1([S:27](C2(Cl)CC2)(=[O:29])=[O:28])[CH2:26][CH2:25]1, predict the reaction product. The product is: [CH:24]1([S:27]([N:1]2[CH2:5][CH2:4][C@@H:3]([N:6]3[CH:10]=[C:9]([O:11][C:12]4[N:13]=[C:14]([OH:22])[C:15]5[CH:21]=[CH:20][N:19]=[CH:18][C:16]=5[N:17]=4)[CH:8]=[N:7]3)[CH2:2]2)(=[O:29])=[O:28])[CH2:26][CH2:25]1. (5) The product is: [Br:1][C:2]1[CH:7]=[C:6]([NH:8][CH:9]2[CH2:14][CH2:13][N:12]([C@H:15]3[CH2:16][CH2:17][C@@H:18]([O:21][CH2:22][CH2:23][CH3:24])[CH2:19][CH2:20]3)[CH2:11][CH2:10]2)[C:5]([NH2:25])=[CH:4][C:3]=1[C:28]([F:31])([F:29])[F:30]. Given the reactants [Br:1][C:2]1[C:3]([C:28]([F:31])([F:30])[F:29])=[CH:4][C:5]([N+:25]([O-])=O)=[C:6]([NH:8][CH:9]2[CH2:14][CH2:13][N:12]([C@H:15]3[CH2:20][CH2:19][C@@H:18]([O:21][CH2:22][CH2:23][CH3:24])[CH2:17][CH2:16]3)[CH2:11][CH2:10]2)[CH:7]=1.O.NN, predict the reaction product. (6) Given the reactants [CH2:1]([C:6]1[CH:11]=[CH:10][C:9]([S:12]([NH:15][C:16]2([CH2:20][C:21]([O:23][CH2:24][CH3:25])=[O:22])[CH2:19][NH:18][CH2:17]2)(=[O:14])=[O:13])=[CH:8][CH:7]=1)[CH2:2][CH2:3][CH2:4][CH3:5].[CH2:26]=O, predict the reaction product. The product is: [CH3:26][N:18]1[CH2:19][C:16]([CH2:20][C:21]([O:23][CH2:24][CH3:25])=[O:22])([NH:15][S:12]([C:9]2[CH:8]=[CH:7][C:6]([CH2:1][CH2:2][CH2:3][CH2:4][CH3:5])=[CH:11][CH:10]=2)(=[O:14])=[O:13])[CH2:17]1.